Dataset: Catalyst prediction with 721,799 reactions and 888 catalyst types from USPTO. Task: Predict which catalyst facilitates the given reaction. (1) Reactant: B.O1CCCC1.O1CCCC1.[CH2:12]([N:19]1[C:26](=O)[C:23]2([CH2:25][CH2:24]2)[NH:22][C:21](=O)[CH2:20]1)[C:13]1[CH:18]=[CH:17][CH:16]=[CH:15][CH:14]=1. Product: [CH2:12]([N:19]1[CH2:26][C:23]2([CH2:25][CH2:24]2)[NH:22][CH2:21][CH2:20]1)[C:13]1[CH:18]=[CH:17][CH:16]=[CH:15][CH:14]=1. The catalyst class is: 5. (2) Reactant: [Li+].C[Si]([N-][Si](C)(C)C)(C)C.[CH2:11]([O:13][C:14](=[O:26])[CH2:15][C:16]1[S:20][N:19]=[C:18]([N:21]2[CH:25]=[CH:24][N:23]=[CH:22]2)[N:17]=1)[CH3:12].C([O:31][C:32](=[O:35])[CH2:33]Br)(C)(C)C.[NH4+].[Cl-]. Product: [CH2:11]([O:13][C:14](=[O:26])[CH:15]([C:16]1[S:20][N:19]=[C:18]([N:21]2[CH:25]=[CH:24][N:23]=[CH:22]2)[N:17]=1)[CH2:33][C:32]([OH:35])=[O:31])[CH3:12]. The catalyst class is: 1. (3) Reactant: [CH2:1]([O:3][C:4]1[CH:32]=[CH:31][C:7]([C:8]([C:10]2[N:14]([CH2:15][CH2:16][CH:17]([CH3:19])[CH3:18])[C:13]3[CH:20]=[CH:21][C:22]([C:24]([N:26]([CH2:29][CH3:30])[CH2:27][CH3:28])=[O:25])=[CH:23][C:12]=3[N:11]=2)=[O:9])=[CH:6][CH:5]=1)[CH3:2].[BH4-].[Na+]. Product: [CH2:1]([O:3][C:4]1[CH:32]=[CH:31][C:7]([CH:8]([OH:9])[C:10]2[N:14]([CH2:15][CH2:16][CH:17]([CH3:19])[CH3:18])[C:13]3[CH:20]=[CH:21][C:22]([C:24]([N:26]([CH2:29][CH3:30])[CH2:27][CH3:28])=[O:25])=[CH:23][C:12]=3[N:11]=2)=[CH:6][CH:5]=1)[CH3:2]. The catalyst class is: 14. (4) Reactant: [CH3:1][CH:2]([CH3:22])[CH2:3][N:4]([CH2:11][C:12]1[CH:17]=[CH:16][CH:15]=[CH:14][C:13]=1[C:18]([F:21])([F:20])[F:19])[CH:5]1[CH2:10][CH2:9][NH:8][CH2:7][CH2:6]1.[C:23]([OH:32])(=[O:31])[C@@H:24]([C@H:26]([C:28]([OH:30])=[O:29])[OH:27])[OH:25]. Product: [C:28]([C@@H:26]([C@H:24]([C:23]([OH:32])=[O:31])[OH:25])[OH:27])([OH:30])=[O:29].[CH3:1][CH:2]([CH3:22])[CH2:3][N:4]([CH2:11][C:12]1[CH:17]=[CH:16][CH:15]=[CH:14][C:13]=1[C:18]([F:21])([F:19])[F:20])[CH:5]1[CH2:10][CH2:9][NH:8][CH2:7][CH2:6]1. The catalyst class is: 32. (5) Reactant: NC[C:3]1[CH:4]=[CH:5][C:6]([N:13]2[CH:17]=[CH:16][N:15]=[CH:14]2)=[C:7]([CH:12]=1)[C:8]([O:10][CH3:11])=[O:9].[F:18][C:19]1[CH:20]=[C:21]([CH:33]=[CH:34][C:35]=1[F:36])[CH2:22][NH:23][C:24](=[O:32])[C:25]1[CH:30]=[CH:29][CH:28]=[N:27][C:26]=1F.CC[N:39](CC)CC. Product: [F:18][C:19]1[CH:20]=[C:21]([CH:33]=[CH:34][C:35]=1[F:36])[CH2:22][NH:23][C:24]([C:25]1[C:26]([NH:39][CH2:11][O:10][C:8](=[O:9])[C:7]2[CH:12]=[CH:3][CH:4]=[CH:5][C:6]=2[N:13]2[CH:17]=[CH:16][N:15]=[CH:14]2)=[N:27][CH:28]=[CH:29][CH:30]=1)=[O:32]. The catalyst class is: 18. (6) Reactant: [NH2:1][CH2:2][C@@H:3]([OH:5])[CH3:4].[C:6](O[C:6]([O:8][C:9]([CH3:12])([CH3:11])[CH3:10])=[O:7])([O:8][C:9]([CH3:12])([CH3:11])[CH3:10])=[O:7].C(OCC)(=O)C. Product: [C:9]([O:8][C:6](=[O:7])[NH:1][CH2:2][C@@H:3]([OH:5])[CH3:4])([CH3:12])([CH3:11])[CH3:10]. The catalyst class is: 24. (7) Reactant: C([O:4][CH2:5][CH2:6][O:7][C:8]1[C:13]2[CH2:14][C:15](=[CH:23][CH2:24][CH2:25][N:26]3[CH2:31][CH2:30][C:29]([C:33]4[CH:38]=[CH:37][C:36]([Cl:39])=[CH:35][CH:34]=4)([OH:32])[CH2:28][CH2:27]3)[C:16]3[C:17]([O:22][C:12]=2[CH:11]=[CH:10][CH:9]=1)=[N:18][CH:19]=[CH:20][CH:21]=3)(=O)C.[OH-].[Na+].O.C(OCC)(=O)C. Product: [Cl:39][C:36]1[CH:37]=[CH:38][C:33]([C:29]2([OH:32])[CH2:28][CH2:27][N:26]([CH2:25][CH2:24][CH:23]=[C:15]3[C:16]4[C:17](=[N:18][CH:19]=[CH:20][CH:21]=4)[O:22][C:12]4[CH:11]=[CH:10][CH:9]=[C:8]([O:7][CH2:6][CH2:5][OH:4])[C:13]=4[CH2:14]3)[CH2:31][CH2:30]2)=[CH:34][CH:35]=1. The catalyst class is: 8. (8) Reactant: [Br:1][C:2]1[CH:7]=[CH:6][C:5]([CH:8]([C:18]2[CH:23]=[CH:22][CH:21]=[C:20]([O:24][CH3:25])[CH:19]=2)[CH2:9][NH:10][C:11](=[O:17])[CH2:12][CH2:13][C:14](O)=[O:15])=[CH:4][CH:3]=1.C(Cl)(=O)C. Product: [Br:1][C:2]1[CH:3]=[CH:4][C:5]([CH:8]([C:18]2[CH:23]=[CH:22][CH:21]=[C:20]([O:24][CH3:25])[CH:19]=2)[CH2:9][N:10]2[C:11](=[O:17])[CH2:12][CH2:13][C:14]2=[O:15])=[CH:6][CH:7]=1. The catalyst class is: 25. (9) Reactant: Br[CH2:2][C:3]1[CH:20]=[CH:19][C:6]2[CH2:7][CH2:8][N:9]([C:12]([O:14][C:15]([CH3:18])([CH3:17])[CH3:16])=[O:13])[CH2:10][CH2:11][C:5]=2[CH:4]=1.[C-:21]#[N:22].[Na+]. Product: [C:21]([CH2:2][C:3]1[CH:20]=[CH:19][C:6]2[CH2:7][CH2:8][N:9]([C:12]([O:14][C:15]([CH3:18])([CH3:17])[CH3:16])=[O:13])[CH2:10][CH2:11][C:5]=2[CH:4]=1)#[N:22]. The catalyst class is: 40.